From a dataset of Catalyst prediction with 721,799 reactions and 888 catalyst types from USPTO. Predict which catalyst facilitates the given reaction. Reactant: [C:1]([O:5][C:6]([NH:8][C@@H:9]([CH2:13][CH2:14][CH2:15][CH3:16])[C:10]([OH:12])=O)=[O:7])([CH3:4])([CH3:3])[CH3:2].Cl.[CH3:18][NH:19][O:20][CH3:21].CN(C(ON1N=NC2C=CC=NC1=2)=[N+](C)C)C.F[P-](F)(F)(F)(F)F.C(N(CC)C(C)C)(C)C. Product: [C:1]([O:5][C:6](=[O:7])[NH:8][C@H:9]([C:10](=[O:12])[N:19]([O:20][CH3:21])[CH3:18])[CH2:13][CH2:14][CH2:15][CH3:16])([CH3:2])([CH3:3])[CH3:4]. The catalyst class is: 3.